Dataset: Forward reaction prediction with 1.9M reactions from USPTO patents (1976-2016). Task: Predict the product of the given reaction. (1) Given the reactants C([CH:8]1[O:16][C:15]2[C:10](=[C:11]([S:17]([NH2:20])(=[O:19])=[O:18])[CH:12]=[CH:13][CH:14]=2)[O:9]1)(OC(C)(C)C)=O.[C:21](=[O:24])([O-])[O-:22].[Cs+].[Cs+].Cl[CH2:28][CH2:29][N:30]1[CH2:35][CH2:34][O:33][CH2:32][CH2:31]1.[C:36](OCC)(=O)[CH3:36].[CH3:45][CH2:46][CH2:47][CH2:45][CH2:46][CH3:47], predict the reaction product. The product is: [CH2:29]([N:30]1[CH2:35][CH2:34][O:33][CH2:32][CH2:31]1)[CH3:28].[CH2:8]1[O:16][C:15]2[C:10](=[C:11]([S:17]([NH:20][C:21]([O:22][C:46]([CH3:45])([CH3:47])[CH3:36])=[O:24])(=[O:18])=[O:19])[CH:12]=[CH:13][CH:14]=2)[O:9]1. (2) Given the reactants [Cl:1][C:2]1[CH:7]=[C:6]([N+:8]([O-])=O)[CH:5]=[CH:4][C:3]=1[N:11]1[C:19](=[O:20])[CH:14]2[CH2:15][S:16][CH2:17][CH2:18][N:13]2[C:12]1=[O:21], predict the reaction product. The product is: [NH2:8][C:6]1[CH:5]=[CH:4][C:3]([N:11]2[C:19](=[O:20])[CH:14]3[CH2:15][S:16][CH2:17][CH2:18][N:13]3[C:12]2=[O:21])=[C:2]([Cl:1])[CH:7]=1. (3) Given the reactants Cl[C:2]1[N:7]=[CH:6][N:5]=[C:4]([NH:8][C@@H:9]2[CH2:13][C@H:12]([CH2:14][OH:15])[C@@H:11]([OH:16])[C@H:10]2[OH:17])[CH:3]=1.[I-:18].[Na+], predict the reaction product. The product is: [OH:15][CH2:14][C@H:12]1[CH2:13][C@@H:9]([NH:8][C:4]2[CH:3]=[C:2]([I:18])[N:7]=[CH:6][N:5]=2)[C@H:10]([OH:17])[C@@H:11]1[OH:16]. (4) Given the reactants [C:1]([C:5]1[CH:10]=[CH:9][C:8]([C:11]2[O:15][N:14]=[C:13]([C:16]([O:18][CH2:19][CH3:20])=[O:17])[CH:12]=2)=[CH:7][CH:6]=1)([CH3:4])([CH3:3])[CH3:2].[Cl:21]N1C(=O)CCC1=O, predict the reaction product. The product is: [C:1]([C:5]1[CH:6]=[CH:7][C:8]([C:11]2[O:15][N:14]=[C:13]([C:16]([O:18][CH2:19][CH3:20])=[O:17])[C:12]=2[Cl:21])=[CH:9][CH:10]=1)([CH3:4])([CH3:2])[CH3:3].